Dataset: Full USPTO retrosynthesis dataset with 1.9M reactions from patents (1976-2016). Task: Predict the reactants needed to synthesize the given product. (1) The reactants are: [O:1]1[C:5]2[CH:6]=[CH:7][CH:8]=[CH:9][C:4]=2[N:3]=[C:2]1[C:10]1[CH:30]=[CH:29][C:13]2[N:14]([CH2:18][C:19]3[CH:24]=[CH:23][C:22]([C:25]([O:27]C)=[O:26])=[CH:21][CH:20]=3)[C:15]([CH3:17])=[N:16][C:12]=2[CH:11]=1.[OH-].[Na+].CO. Given the product [O:1]1[C:5]2[CH:6]=[CH:7][CH:8]=[CH:9][C:4]=2[N:3]=[C:2]1[C:10]1[CH:30]=[CH:29][C:13]2[N:14]([CH2:18][C:19]3[CH:24]=[CH:23][C:22]([C:25]([OH:27])=[O:26])=[CH:21][CH:20]=3)[C:15]([CH3:17])=[N:16][C:12]=2[CH:11]=1, predict the reactants needed to synthesize it. (2) Given the product [CH2:12]([C:9]1[CH:10]=[CH:11][C:6]([CH2:5][CH2:4][CH:3]=[O:2])=[CH:7][CH:8]=1)[CH:13]([CH3:15])[CH3:14], predict the reactants needed to synthesize it. The reactants are: C[O:2][CH:3]=[CH:4][CH2:5][C:6]1[CH:11]=[CH:10][CH:9]=[CH:8][CH:7]=1.[CH2:12](C1C=CC(C=O)=CC=1)[CH:13]([CH3:15])[CH3:14]. (3) Given the product [Cl:1][C:2]1[CH:7]=[C:6]([Cl:8])[CH:5]=[CH:4][C:3]=1[C:9]1[CH:10]=[C:11]([C:12]([F:15])([F:14])[F:13])[N:20]2[CH:21]=[N:22][C:23]([C:24]#[N:25])=[C:19]2[N:18]=1, predict the reactants needed to synthesize it. The reactants are: [Cl:1][C:2]1[CH:7]=[C:6]([Cl:8])[CH:5]=[CH:4][C:3]=1[C:9](=O)[CH2:10][C:11](=O)[C:12]([F:15])([F:14])[F:13].[NH2:18][C:19]1[N:20]=[CH:21][NH:22][C:23]=1[C:24]#[N:25].